From a dataset of Full USPTO retrosynthesis dataset with 1.9M reactions from patents (1976-2016). Predict the reactants needed to synthesize the given product. (1) Given the product [C:1]([O:5][C:6]([CH:8]1[CH2:13][CH2:12][N:11]([C:14]2[C:23]([Cl:24])=[CH:22][C:17]([C:18]([OH:20])=[O:19])=[C:16]([CH2:25][N:26]3[CH2:30][CH2:29][CH2:28][C:27]3=[O:31])[N:15]=2)[CH2:10][CH2:9]1)=[O:7])([CH3:4])([CH3:2])[CH3:3], predict the reactants needed to synthesize it. The reactants are: [C:1]([O:5][C:6]([CH:8]1[CH2:13][CH2:12][N:11]([C:14]2[C:23]([Cl:24])=[CH:22][C:17]([C:18]([O:20]C)=[O:19])=[C:16]([CH2:25][N:26]3[CH2:30][CH2:29][CH2:28][C:27]3=[O:31])[N:15]=2)[CH2:10][CH2:9]1)=[O:7])([CH3:4])([CH3:3])[CH3:2].[OH-].[Na+]. (2) Given the product [F:32][C:33]1[CH:34]=[CH:35][C:36]([C:39]2[CH:44]=[CH:43][C:42]([O:45][CH2:47][CH:48]3[CH:53]([NH:54][C:55](=[O:61])[O:56][C:57]([CH3:60])([CH3:59])[CH3:58])[CH2:52][CH2:51][O:50][CH2:49]3)=[CH:41][CH:40]=2)=[N:37][CH:38]=1, predict the reactants needed to synthesize it. The reactants are: P(CCCC)(CCCC)CCCC.C1CCN(C(N=NC(N2CCCCC2)=O)=O)CC1.[F:32][C:33]1[CH:34]=[CH:35][C:36]([C:39]2[CH:44]=[CH:43][C:42]([OH:45])=[CH:41][CH:40]=2)=[N:37][CH:38]=1.O[CH2:47][CH:48]1[CH:53]([NH:54][C:55](=[O:61])[O:56][C:57]([CH3:60])([CH3:59])[CH3:58])[CH2:52][CH2:51][O:50][CH2:49]1.[OH-].[Na+]. (3) Given the product [C:19]([O:22][C:23](=[O:24])[NH:14][C:10]1[CH2:11][O:12][CH2:13][C:8]([C:6]2[CH:7]=[C:2]([Br:1])[CH:3]=[CH:4][C:5]=2[F:17])([CH2:15][F:16])[N:9]=1)([CH3:21])([CH3:20])[CH3:18], predict the reactants needed to synthesize it. The reactants are: [Br:1][C:2]1[CH:3]=[CH:4][C:5]([F:17])=[C:6]([C:8]2([CH2:15][F:16])[CH2:13][O:12][CH2:11][C:10]([NH2:14])=[N:9]2)[CH:7]=1.[CH3:18][C:19]([O:22][C:23](O[C:23]([O:22][C:19]([CH3:21])([CH3:20])[CH3:18])=[O:24])=[O:24])([CH3:21])[CH3:20].CCN(C(C)C)C(C)C. (4) Given the product [Cl:1][C:2]1[CH:7]=[CH:6][C:5]([C:8]2[CH:13]=[CH:12][N:11]3[C:14](=[O:28])[N:15]([CH2:17][C:18]4[CH:19]=[N:20][C:21]([C:24]([F:26])([F:27])[F:25])=[CH:22][CH:23]=4)[N:16]=[C:10]3[C:9]=2[C:29]2[CH:30]=[CH:31][C:32]([CH:33]([OH:34])[C:37]#[N:38])=[CH:35][CH:36]=2)=[CH:4][CH:3]=1, predict the reactants needed to synthesize it. The reactants are: [Cl:1][C:2]1[CH:7]=[CH:6][C:5]([C:8]2[CH:13]=[CH:12][N:11]3[C:14](=[O:28])[N:15]([CH2:17][C:18]4[CH:19]=[N:20][C:21]([C:24]([F:27])([F:26])[F:25])=[CH:22][CH:23]=4)[N:16]=[C:10]3[C:9]=2[C:29]2[CH:36]=[CH:35][C:32]([CH:33]=[O:34])=[CH:31][CH:30]=2)=[CH:4][CH:3]=1.[C:37]([Si](C)(C)C)#[N:38]. (5) Given the product [CH:1]([C:4]1[CH:5]=[CH:6][C:7]2[C:12]([NH:13][C:14]3[CH:15]=[C:16]([CH:20]=[CH:21][C:22]=3[S:23][C:24]3[CH:29]=[CH:28][C:27]([O:30][CH3:31])=[CH:26][CH:25]=3)[C:17]([NH:41][C:37]3[CH:38]=[CH:39][CH:40]=[C:35]([O:34][CH3:33])[CH:36]=3)=[O:18])=[N:11][CH:10]=[N:9][C:8]=2[N:32]=1)([CH3:3])[CH3:2], predict the reactants needed to synthesize it. The reactants are: [CH:1]([C:4]1[CH:5]=[CH:6][C:7]2[C:12]([NH:13][C:14]3[CH:15]=[C:16]([CH:20]=[CH:21][C:22]=3[S:23][C:24]3[CH:29]=[CH:28][C:27]([O:30][CH3:31])=[CH:26][CH:25]=3)[C:17](Cl)=[O:18])=[N:11][CH:10]=[N:9][C:8]=2[N:32]=1)([CH3:3])[CH3:2].[CH3:33][O:34][C:35]1[CH:40]=[CH:39][CH:38]=[C:37]([NH2:41])[CH:36]=1.NC1C=C(O)C(C)=CC=1. (6) Given the product [CH:32]([C@H:9]1[C:10]2[C:15](=[CH:14][C:13]([C:17](=[O:31])[NH:18][CH2:19][CH:43]3[CH2:44][CH2:45][N:40]([S:37]([CH3:36])(=[O:39])=[O:38])[CH2:41][CH2:42]3)=[CH:12][CH:11]=2)[CH2:16][N:8]1[C:6]([O:5][C:1]([CH3:2])([CH3:4])[CH3:3])=[O:7])([CH3:34])[CH3:33].[CH:32]([C@@H:9]1[C:10]2[C:15](=[CH:14][C:13]([C:17](=[O:31])[NH:47][CH2:46][CH:43]3[CH2:44][CH2:45][N:40]([S:37]([CH3:36])(=[O:39])=[O:38])[CH2:41][CH2:42]3)=[CH:12][CH:11]=2)[CH2:16][N:8]1[C:6]([O:5][C:1]([CH3:3])([CH3:2])[CH3:4])=[O:7])([CH3:34])[CH3:33], predict the reactants needed to synthesize it. The reactants are: [C:1]([O:5][C:6]([N:8]1[CH2:16][C:15]2[C:10](=[CH:11][CH:12]=[C:13]([C:17](=[O:31])[NH:18][CH2:19]C3C=CC(S(CC)(=O)=O)=CN=3)[CH:14]=2)[CH:9]1[CH:32]([CH3:34])[CH3:33])=[O:7])([CH3:4])([CH3:3])[CH3:2].Cl.[CH3:36][S:37]([N:40]1[CH2:45][CH2:44][CH:43]([CH2:46][NH2:47])[CH2:42][CH2:41]1)(=[O:39])=[O:38]. (7) Given the product [C:1]([CH:4]([C:5]1[N:15]2[C:10]([C:11](=[O:27])[NH:12][C:13]([CH2:16][C:17]3[CH:22]=[CH:21][C:20]([O:23][CH3:24])=[C:19]([O:25][CH3:26])[CH:18]=3)=[N:14]2)=[C:8]([CH3:9])[N:7]=1)[CH2:28][CH2:29][CH2:30][CH2:31][CH2:32][CH3:33])(=[O:3])[CH3:2], predict the reactants needed to synthesize it. The reactants are: [C:1]([CH:4]([CH2:28][CH2:29][CH2:30][CH2:31][CH2:32][CH3:33])[C:5]([NH:7][CH:8]([C:10]1[C:11](=[O:27])[NH:12][C:13]([CH2:16][C:17]2[CH:22]=[CH:21][C:20]([O:23][CH3:24])=[C:19]([O:25][CH3:26])[CH:18]=2)=[N:14][N:15]=1)[CH3:9])=O)(=[O:3])[CH3:2].P(Cl)(Cl)(Cl)=O. (8) Given the product [N:21]1([C:26]2[CH:31]=[CH:30][N:29]=[C:28]([C:32]3[NH:1][C:36]([C:38]4[CH:43]=[C:42]([N:44]5[CH2:48][CH2:47][CH2:46][CH2:45]5)[CH:41]=[CH:40][N:39]=4)=[CH:35][C:34](=[O:49])[CH:33]=3)[CH:27]=2)[CH2:25][CH2:24][CH2:23][CH2:22]1, predict the reactants needed to synthesize it. The reactants are: [N:1]1C=CC=CC=1C(=O)CC(=O)CC(C1C=CC=CN=1)=O.[N:21]1([C:26]2[CH:31]=[CH:30][N:29]=[C:28]([C:32](=O)[CH2:33][C:34](=[O:49])[CH2:35][C:36]([C:38]3[CH:43]=[C:42]([N:44]4[CH2:48][CH2:47][CH2:46][CH2:45]4)[CH:41]=[CH:40][N:39]=3)=O)[CH:27]=2)[CH2:25][CH2:24][CH2:23][CH2:22]1. (9) Given the product [C:31]([C:35]1[CH:36]=[CH:37][C:38]([CH2:41][CH:42]([CH3:45])[CH:43]=[CH:11][C:9]2[CH:8]=[CH:7][C:6]3[O:2][CH2:3][O:4][C:5]=3[CH:10]=2)=[CH:39][CH:40]=1)([CH3:34])([CH3:33])[CH3:32], predict the reactants needed to synthesize it. The reactants are: [Br-].[O:2]1[C:6]2[CH:7]=[CH:8][C:9]([CH2:11][P+](C3C=CC=CC=3)(C3C=CC=CC=3)C3C=CC=CC=3)=[CH:10][C:5]=2[O:4][CH2:3]1.[C:31]([C:35]1[CH:40]=[CH:39][C:38]([CH2:41][CH:42]([CH3:45])[CH:43]=O)=[CH:37][CH:36]=1)([CH3:34])([CH3:33])[CH3:32].CC(O)=O. (10) The reactants are: [CH3:1][O:2][C:3]1[CH:9]=[C:8]([CH:10]2[CH2:15][CH2:14][N:13]([CH3:16])[CH2:12][CH2:11]2)[C:7]([N+:17]([O-:19])=[O:18])=[CH:6][C:4]=1[NH2:5].CC1C=[CH:23][C:24]([S:27](O)(=[O:29])=[O:28])=[CH:25]C=1.NC1C=C(N[C:43]2[N:48]=[C:47]([NH:49][C:50]3[CH:59]=[CH:58][CH:57]=[CH:56][C:51]=3C(NC)=O)[C:46]([Cl:60])=[CH:45][N:44]=2)C2CCCCC=2C=1. Given the product [Cl:60][C:46]1[C:47]([NH:49][C:50]2[CH:59]=[CH:58][CH:57]=[CH:56][C:51]=2[S:27]([CH:24]([CH3:25])[CH3:23])(=[O:29])=[O:28])=[N:48][C:43]([NH:5][C:4]2[CH:6]=[C:7]([N+:17]([O-:19])=[O:18])[C:8]([CH:10]3[CH2:11][CH2:12][N:13]([CH3:16])[CH2:14][CH2:15]3)=[CH:9][C:3]=2[O:2][CH3:1])=[N:44][CH:45]=1, predict the reactants needed to synthesize it.